This data is from Experimental lipophilicity measurements (octanol/water distribution) for 4,200 compounds from AstraZeneca. The task is: Regression/Classification. Given a drug SMILES string, predict its absorption, distribution, metabolism, or excretion properties. Task type varies by dataset: regression for continuous measurements (e.g., permeability, clearance, half-life) or binary classification for categorical outcomes (e.g., BBB penetration, CYP inhibition). For this dataset (lipophilicity_astrazeneca), we predict Y. The drug is CNc1c(Br)cnc2[nH]c(-c3ccc(S(C)(=O)=O)cc3)nc12. The Y is 2.88 logD.